Dataset: Catalyst prediction with 721,799 reactions and 888 catalyst types from USPTO. Task: Predict which catalyst facilitates the given reaction. (1) Reactant: [F:1][C@H:2]1[C@@H:7]([O:8][C:9]2[CH:16]=[CH:15][C:14]([C:17]3[N:22]=[C:21]([NH:23][C:24]4[CH:29]=[CH:28][C:27]([N:30]5[CH2:35][CH2:34][N:33]([CH:36]6[CH2:39][O:38][CH2:37]6)[CH2:32][CH2:31]5)=[CH:26][CH:25]=4)[N:20]=[CH:19][N:18]=3)=[CH:13][C:10]=2[C:11]#[N:12])[CH2:6][CH2:5][NH:4][CH2:3]1.[Na+].[OH:41][CH2:42][C@H:43]([CH3:47])[C:44]([O-])=[O:45].CN(C(ON1N=NC2C=CC=NC1=2)=[N+](C)C)C.F[P-](F)(F)(F)(F)F. Product: [F:1][C@H:2]1[C@@H:7]([O:8][C:9]2[CH:16]=[CH:15][C:14]([C:17]3[N:22]=[C:21]([NH:23][C:24]4[CH:29]=[CH:28][C:27]([N:30]5[CH2:31][CH2:32][N:33]([CH:36]6[CH2:39][O:38][CH2:37]6)[CH2:34][CH2:35]5)=[CH:26][CH:25]=4)[N:20]=[CH:19][N:18]=3)=[CH:13][C:10]=2[C:11]#[N:12])[CH2:6][CH2:5][N:4]([C:42](=[O:41])[C@@H:43]([CH3:47])[CH2:44][OH:45])[CH2:3]1. The catalyst class is: 3. (2) Reactant: [CH3:1][O:2][C:3]([CH:5]1[CH2:10][CH2:9][CH2:8][CH:7]([CH2:11][CH:12]=[CH2:13])[NH:6]1)=[O:4].[C:14]([O:18][C:19]([NH:21][CH:22]([CH2:26][CH:27]=[CH2:28])[C:23](O)=[O:24])=[O:20])([CH3:17])([CH3:16])[CH3:15].CC(COC1N(C(OCC(C)C)=O)C2C(=CC=CC=2)C=C1)C. Product: [CH3:1][O:2][C:3]([CH:5]1[CH2:10][CH2:9][CH2:8][CH:7]([CH2:11][CH:12]=[CH2:13])[N:6]1[C:23](=[O:24])[CH:22]([NH:21][C:19]([O:18][C:14]([CH3:17])([CH3:16])[CH3:15])=[O:20])[CH2:26][CH:27]=[CH2:28])=[O:4]. The catalyst class is: 49.